The task is: Predict the reaction yield, written as a fraction of the theoretical maximum amount of product (1.0 means a 100% yield; for example, 0.34 means a 34% yield).. This data is from Reaction yield outcomes from USPTO patents with 853,638 reactions. (1) The reactants are [Mg].[C:2]([C:6]1[CH:7]=[C:8](Br)[CH:9]=[CH:10][CH:11]=1)([CH3:5])([CH3:4])[CH3:3].II.[B:15](OC)([O:18]C)[O:16]C. The catalyst is C1COCC1. The product is [C:2]([C:6]1[CH:7]=[C:8]([B:15]([OH:18])[OH:16])[CH:9]=[CH:10][CH:11]=1)([CH3:5])([CH3:4])[CH3:3]. The yield is 0.460. (2) The reactants are [C:1]([N:4]1[C:13]2[C:8](=[CH:9][CH:10]=[CH:11][CH:12]=2)[C@@H:7]([OH:14])[CH2:6][C@@H:5]1[CH3:15])(=[O:3])[CH3:2].[N+:16]([C:19]1[CH:24]=[CH:23][C:22](O)=[CH:21][CH:20]=1)([O-:18])=[O:17]. No catalyst specified. The product is [C:1]([N:4]1[C:13]2[C:8](=[CH:9][CH:10]=[CH:11][CH:12]=2)[C@H:7]([O:14][C:22]2[CH:23]=[CH:24][C:19]([N+:16]([O-:18])=[O:17])=[CH:20][CH:21]=2)[CH2:6][C@@H:5]1[CH3:15])(=[O:3])[CH3:2]. The yield is 0.724. (3) The reactants are [CH3:1][C:2]([N:8]1[CH:12]=[C:11]([C:13]2[CH:14]=[N:15][CH:16]=[CH:17][CH:18]=2)[N:10]=[CH:9]1)([CH3:7])[CH2:3][CH2:4][CH2:5]O.N(C(OCC)=O)=NC(OCC)=O.C1(P(C2C=CC=CC=2)C2C=CC=CC=2)C=CC=CC=1.[C:50]1(=[O:60])[NH:54][C:53](=[O:55])[C:52]2=[CH:56][CH:57]=[CH:58][CH:59]=[C:51]12. The catalyst is C1COCC1. The product is [CH3:1][C:2]([N:8]1[CH:12]=[C:11]([C:13]2[CH:14]=[N:15][CH:16]=[CH:17][CH:18]=2)[N:10]=[CH:9]1)([CH3:7])[CH2:3][CH2:4][CH2:5][N:54]1[C:50](=[O:60])[C:51]2[C:52](=[CH:56][CH:57]=[CH:58][CH:59]=2)[C:53]1=[O:55]. The yield is 0.660. (4) The reactants are C([NH:4][C:5]1[CH:9]=[C:8]([Cl:10])[N:7]([C:11]2[CH:16]=[CH:15][C:14]([Br:17])=[CH:13][CH:12]=2)[C:6]=1[C:18]([O:20][CH2:21][CH3:22])=[O:19])(=O)C.Cl. The catalyst is C(O)C. The product is [NH2:4][C:5]1[CH:9]=[C:8]([Cl:10])[N:7]([C:11]2[CH:12]=[CH:13][C:14]([Br:17])=[CH:15][CH:16]=2)[C:6]=1[C:18]([O:20][CH2:21][CH3:22])=[O:19]. The yield is 0.960. (5) The reactants are [CH3:1][O:2][C:3]1[CH:22]=[CH:21][C:6]([CH2:7][N:8]2[C:12]3[N:13]=[CH:14][C:15]4[CH2:16][NH:17][CH2:18][CH2:19][C:20]=4[C:11]=3[CH:10]=[N:9]2)=[CH:5][CH:4]=1.[CH2:23]([O:25][C:26](=[O:36])[C:27]1[CH:32]=[CH:31][CH:30]=[C:29]([N:33]=[C:34]=[O:35])[CH:28]=1)[CH3:24].O. The catalyst is ClCCl. The product is [CH3:1][O:2][C:3]1[CH:4]=[CH:5][C:6]([CH2:7][N:8]2[C:12]3[N:13]=[CH:14][C:15]4[CH2:16][N:17]([C:34]([NH:33][C:29]5[CH:28]=[C:27]([CH:32]=[CH:31][CH:30]=5)[C:26]([O:25][CH2:23][CH3:24])=[O:36])=[O:35])[CH2:18][CH2:19][C:20]=4[C:11]=3[CH:10]=[N:9]2)=[CH:21][CH:22]=1. The yield is 0.770. (6) The reactants are [H-].C([Al+]CC(C)C)C(C)C.[Br:11][C:12]1[CH:13]=[C:14]([CH:18]([N:25]2[CH:29]=[C:28]([C:30]3[C:31]4[CH:38]=[CH:37][N:36]([CH2:39][O:40][CH2:41][CH2:42][Si:43]([CH3:46])([CH3:45])[CH3:44])[C:32]=4[N:33]=[CH:34][N:35]=3)[CH:27]=[N:26]2)[CH2:19][C:20](OCC)=[O:21])[CH:15]=[CH:16][CH:17]=1.C(Cl)Cl. The catalyst is CCCCCC. The product is [Br:11][C:12]1[CH:13]=[C:14]([CH:18]([N:25]2[CH:29]=[C:28]([C:30]3[C:31]4[CH:38]=[CH:37][N:36]([CH2:39][O:40][CH2:41][CH2:42][Si:43]([CH3:44])([CH3:46])[CH3:45])[C:32]=4[N:33]=[CH:34][N:35]=3)[CH:27]=[N:26]2)[CH2:19][CH:20]=[O:21])[CH:15]=[CH:16][CH:17]=1. The yield is 0.700.